This data is from Reaction yield outcomes from USPTO patents with 853,638 reactions. The task is: Predict the reaction yield, written as a fraction of the theoretical maximum amount of product (1.0 means a 100% yield; for example, 0.34 means a 34% yield). (1) The yield is 0.780. The reactants are [CH2:1]([NH:8][C:9]([C:11]1[CH:16]=[CH:15][C:14]([C:17]2[O:18][C:19]([CH3:61])=[C:20]([CH2:22][S:23]([C:26]3[CH:31]=[CH:30][C:29]([CH2:32][CH2:33][CH2:34][O:35][CH2:36][CH2:37][O:38][CH2:39][CH2:40][O:41][CH2:42][CH2:43][O:44][CH2:45][CH2:46][O:47][CH2:48][CH2:49][O:50][CH2:51][CH2:52][NH:53]C(=O)OC(C)(C)C)=[CH:28][CH:27]=3)(=[O:25])=[O:24])[N:21]=2)=[CH:13][CH:12]=1)=[O:10])[C:2]1[CH:7]=[CH:6][CH:5]=[CH:4][CH:3]=1.C(Cl)Cl. The product is [NH2:53][CH2:52][CH2:51][O:50][CH2:49][CH2:48][O:47][CH2:46][CH2:45][O:44][CH2:43][CH2:42][O:41][CH2:40][CH2:39][O:38][CH2:37][CH2:36][O:35][CH2:34][CH2:33][CH2:32][C:29]1[CH:30]=[CH:31][C:26]([S:23]([CH2:22][C:20]2[N:21]=[C:17]([C:14]3[CH:13]=[CH:12][C:11]([C:9]([NH:8][CH2:1][C:2]4[CH:7]=[CH:6][CH:5]=[CH:4][CH:3]=4)=[O:10])=[CH:16][CH:15]=3)[O:18][C:19]=2[CH3:61])(=[O:24])=[O:25])=[CH:27][CH:28]=1. The catalyst is FC(F)(F)C(O)=O. (2) The reactants are [Cl:1][C:2]1[CH:3]=[CH:4][C:5]2[S:9][C:8]([CH2:10][O:11][C:12]3[CH:13]=[C:14]([CH:17]=[CH:18][N:19]=3)[C:15]#[N:16])=[N:7][C:6]=2[CH:20]=1.[OH2:21].N. The catalyst is OS(O)(=O)=O. The product is [Cl:1][C:2]1[CH:3]=[CH:4][C:5]2[S:9][C:8]([CH2:10][O:11][C:12]3[CH:13]=[C:14]([CH:17]=[CH:18][N:19]=3)[C:15]([NH2:16])=[O:21])=[N:7][C:6]=2[CH:20]=1. The yield is 0.470. (3) The reactants are Br[C:2]1[CH:3]=[CH:4][C:5]2[S:9][C:8]([CH2:10][O:11][C:12]3[C:13]([F:22])=[C:14]([C:18]([F:21])=[CH:19][CH:20]=3)[C:15]([NH2:17])=[O:16])=[N:7][C:6]=2[CH:23]=1.O.[CH3:25][O:26][C:27]1[CH:28]=[C:29](B(O)O)[CH:30]=[CH:31][CH:32]=1.[O-]P([O-])([O-])=O.[K+].[K+].[K+]. The catalyst is CN(C=O)C.[Pd+2].C1(P(C2C=CC=CC=2)C2C=CC=CC=2)C=CC=CC=1. The product is [F:22][C:13]1[C:12]([O:11][CH2:10][C:8]2[S:9][C:5]3[CH:4]=[CH:3][C:2]([C:31]4[CH:30]=[CH:29][CH:28]=[C:27]([O:26][CH3:25])[CH:32]=4)=[CH:23][C:6]=3[N:7]=2)=[CH:20][CH:19]=[C:18]([F:21])[C:14]=1[C:15]([NH2:17])=[O:16]. The yield is 0.430.